From a dataset of Reaction yield outcomes from USPTO patents with 853,638 reactions. Predict the reaction yield, written as a fraction of the theoretical maximum amount of product (1.0 means a 100% yield; for example, 0.34 means a 34% yield). (1) The reactants are [Cl:1][C:2]1[CH:3]=[C:4]([NH:9][NH:10][C:11](=[O:13])[CH3:12])[CH:5]=[CH:6][C:7]=1[Cl:8].[C:14](OCC)(=O)[CH2:15]C(C)=O.P(Cl)(Cl)Cl. No catalyst specified. The product is [Cl:1][C:2]1[CH:3]=[C:4]([N:9]2[C:14]([CH3:15])=[CH:12][C:11]([OH:13])=[N:10]2)[CH:5]=[CH:6][C:7]=1[Cl:8]. The yield is 0.410. (2) The reactants are Cl[C:2]1[N:7]=[C:6]([NH:8][CH2:9][C:10]2[CH:14]=[C:13]([CH3:15])[O:12][C:11]=2[CH3:16])[C:5]([F:17])=[CH:4][N:3]=1.[NH2:18][C:19]1[CH:20]=[C:21]([OH:25])[CH:22]=[CH:23][CH:24]=1. No catalyst specified. The product is [CH3:16][C:11]1[O:12][C:13]([CH3:15])=[CH:14][C:10]=1[CH2:9][NH:8][C:6]1[C:5]([F:17])=[CH:4][N:3]=[C:2]([NH:18][C:19]2[CH:24]=[CH:23][CH:22]=[C:21]([OH:25])[CH:20]=2)[N:7]=1. The yield is 0.510. (3) The reactants are Cl.[NH:2]1[CH2:7][CH2:6][C:5](=[CH:8][C:9]2[CH:10]=[C:11]([CH:23]=[CH:24][CH:25]=2)[O:12][C:13]2[CH:18]=[CH:17][C:16]([C:19]([F:22])([F:21])[F:20])=[CH:15][N:14]=2)[CH2:4][CH2:3]1.[CH2:26]([C:28]1[S:32][C:31]([NH:33][C:34](=O)[O:35]C2C=CC=CC=2)=[N:30][N:29]=1)[CH3:27].C(N(CC)CC)C.O. The catalyst is CS(C)=O. The product is [CH2:26]([C:28]1[S:32][C:31]([NH:33][C:34]([N:2]2[CH2:7][CH2:6][C:5](=[CH:8][C:9]3[CH:25]=[CH:24][CH:23]=[C:11]([O:12][C:13]4[CH:18]=[CH:17][C:16]([C:19]([F:22])([F:20])[F:21])=[CH:15][N:14]=4)[CH:10]=3)[CH2:4][CH2:3]2)=[O:35])=[N:30][N:29]=1)[CH3:27]. The yield is 0.420. (4) The reactants are [Br:1][C:2]1[CH:7]=[CH:6][C:5]([C@H:8]([CH3:11])[CH2:9]O)=[C:4]([F:12])[CH:3]=1.[C:13]1(=[O:23])[NH:17][C:16](=[O:18])[C:15]2=[CH:19][CH:20]=[CH:21][CH:22]=[C:14]12.C1(P(C2C=CC=CC=2)C2C=CC=CC=2)C=CC=CC=1.CC(OC(/N=N/C(OC(C)C)=O)=O)C. The catalyst is C1COCC1. The product is [Br:1][C:2]1[CH:7]=[CH:6][C:5]([C@H:8]([CH3:11])[CH2:9][N:17]2[C:13](=[O:23])[C:14]3[C:15](=[CH:19][CH:20]=[CH:21][CH:22]=3)[C:16]2=[O:18])=[C:4]([F:12])[CH:3]=1. The yield is 0.810. (5) The reactants are S(=O)(=O)(O)O.[NH2:6][CH2:7][C:8]#[N:9].[C:10]([C:18]1C=CC=CC=1)(=O)[C:11]1C=CC=C[CH:12]=1.[CH3:24]CN(C(C)C)C(C)C. The catalyst is ClCCl. The product is [N:9]1[C:8]2[CH:18]=[CH:10][CH:11]=[CH:12][C:7]=2[NH:6][CH:24]=1. The yield is 0.820. (6) The reactants are [NH2:1][C:2]1[CH:7]=[CH:6][C:5]([OH:8])=[CH:4][C:3]=1[F:9].CC(C)([O-])C.[K+].Cl[C:17]1[CH:22]=[CH:21][N:20]=[C:19]([CH3:23])[CH:18]=1. The catalyst is CC(N(C)C)=O. The product is [F:9][C:3]1[CH:4]=[C:5]([O:8][C:17]2[CH:22]=[CH:21][N:20]=[C:19]([CH3:23])[CH:18]=2)[CH:6]=[CH:7][C:2]=1[NH2:1]. The yield is 0.470. (7) The reactants are [OH:1][CH:2]1[CH2:7][CH2:6][NH:5][CH2:4][CH2:3]1.C(=O)([O-])[O-].[K+].[K+].C[O:15][C:16](=O)[CH2:17]Br.[NH2:20][NH2:21]. The catalyst is C(#N)C.C(O)C. The product is [NH2:20][NH:21][C:16](=[O:15])[CH2:17][N:5]1[CH2:6][CH2:7][CH:2]([OH:1])[CH2:3][CH2:4]1. The yield is 0.500. (8) The reactants are [F:1][C:2]1[CH:3]=[C:4]([C:10]2[CH:11]=[C:12]([CH2:27]OS(C)(=O)=O)[C:13](=[O:26])[N:14]([CH2:16][CH2:17][CH2:18][C:19]3[CH:24]=[CH:23][C:22]([F:25])=[CH:21][CH:20]=3)[N:15]=2)[CH:5]=[CH:6][C:7]=1[O:8][CH3:9].[N:33]1([C:39]([O:41][C:42]([CH3:45])([CH3:44])[CH3:43])=[O:40])[CH2:38][CH2:37][NH:36][CH2:35][CH2:34]1. No catalyst specified. The product is [C:42]([O:41][C:39]([N:33]1[CH2:38][CH2:37][N:36]([CH2:27][C:12]2[C:13](=[O:26])[N:14]([CH2:16][CH2:17][CH2:18][C:19]3[CH:20]=[CH:21][C:22]([F:25])=[CH:23][CH:24]=3)[N:15]=[C:10]([C:4]3[CH:5]=[CH:6][C:7]([O:8][CH3:9])=[C:2]([F:1])[CH:3]=3)[CH:11]=2)[CH2:35][CH2:34]1)=[O:40])([CH3:45])([CH3:43])[CH3:44]. The yield is 0.726.